This data is from Reaction yield outcomes from USPTO patents with 853,638 reactions. The task is: Predict the reaction yield, written as a fraction of the theoretical maximum amount of product (1.0 means a 100% yield; for example, 0.34 means a 34% yield). (1) The reactants are [S:1]1[CH:5]=[C:4]([C:6]2[CH:11]=[CH:10][CH:9]=[CH:8][C:7]=2[OH:12])N=N1.Br[CH2:14][C:15]1[CH:20]=[CH:19][C:18]([B:21]2[O:25][C:24]([CH3:27])([CH3:26])[C:23]([CH3:29])([CH3:28])[O:22]2)=[CH:17][CH:16]=1.C(=O)([O-])[O-].[K+].[K+]. The catalyst is C(#N)C. The product is [CH3:26][C:24]1([CH3:27])[C:23]([CH3:28])([CH3:29])[O:22][B:21]([C:18]2[CH:17]=[CH:16][C:15]([CH2:14][S:1][C:5]3[O:12][C:7]4[CH:8]=[CH:9][CH:10]=[CH:11][C:6]=4[CH:4]=3)=[CH:20][CH:19]=2)[O:25]1. The yield is 0.400. (2) The yield is 0.0300. The product is [NH2:1][C:2]1[N:3]([CH3:24])[C:4](=[O:23])[C:5]2([C:15]3[C:10](=[CH:11][CH:12]=[C:13]([C:32]4[CH:31]=[CH:30][CH:29]=[C:28]([CH:25]5[CH2:27][CH2:26]5)[CH:33]=4)[CH:14]=3)[O:9][CH:8]([C:17]3[CH:22]=[CH:21][CH:20]=[CH:19][CH:18]=3)[CH2:7]2)[N:6]=1. The catalyst is O1CCOCC1.C([O-])([O-])=O.[Cs+].[Cs+].Cl[Pd](Cl)([P](C1C=CC=CC=1)(C1C=CC=CC=1)C1C=CC=CC=1)[P](C1C=CC=CC=1)(C1C=CC=CC=1)C1C=CC=CC=1. The reactants are [NH2:1][C:2]1[N:3]([CH3:24])[C:4](=[O:23])[C:5]2([C:15]3[C:10](=[CH:11][CH:12]=[C:13](Br)[CH:14]=3)[O:9][CH:8]([C:17]3[CH:22]=[CH:21][CH:20]=[CH:19][CH:18]=3)[CH2:7]2)[N:6]=1.[CH:25]1([C:28]2[CH:29]=[C:30](B3OC(C)(C)C(C)(C)O3)[CH:31]=[CH:32][CH:33]=2)[CH2:27][CH2:26]1. (3) The reactants are CS(Cl)(=O)=O.[C:6]([O:10][C:11]([N:13]1[CH2:18][CH2:17][CH:16]([CH2:19][OH:20])[CH2:15][CH2:14]1)=[O:12])([CH3:9])([CH3:8])[CH3:7].C(N(CC)CC)C.[F:28][C:29]1[C:34]([F:35])=[CH:33][CH:32]=[CH:31][C:30]=1[NH:36][C:37](=[O:56])[CH2:38][C:39]1[NH:43][N:42]=[C:41]([NH:44][C:45]2[C:54]3[C:49](=[CH:50][C:51](O)=[CH:52][CH:53]=3)[N:48]=[CH:47][N:46]=2)[CH:40]=1.C(=O)([O-])[O-].[K+].[K+]. The catalyst is O1CCCC1.CC(N(C)C)=O. The product is [F:28][C:29]1[C:34]([F:35])=[CH:33][CH:32]=[CH:31][C:30]=1[NH:36][C:37](=[O:56])[CH2:38][C:39]1[NH:43][N:42]=[C:41]([NH:44][C:45]2[C:54]3[C:49](=[CH:50][C:51]([O:20][CH2:19][CH:16]4[CH2:17][CH2:18][N:13]([C:11]([O:10][C:6]([CH3:9])([CH3:8])[CH3:7])=[O:12])[CH2:14][CH2:15]4)=[CH:52][CH:53]=3)[N:48]=[CH:47][N:46]=2)[CH:40]=1. The yield is 0.380. (4) The yield is 0.660. The reactants are [CH:1]([N:4]1[C:8]2[CH:9]=[CH:10][CH:11]=[CH:12][C:7]=2[NH:6][C:5]1=[O:13])([CH3:3])[CH3:2].[N+](C1C=C[C:20]([O:23]C(Cl)=O)=CC=1)([O-])=O.CCN(CC)CC.CC1C=CC(S(O)(=O)=O)=CC=1.[NH2:45][CH2:46][CH:47]1[CH2:52][CH2:51][N:50]([CH2:53][C:54]2([C:58]([OH:60])=[O:59])[CH2:57][CH2:56][CH2:55]2)[CH2:49][CH2:48]1. The catalyst is C(Cl)Cl. The product is [CH:1]([N:4]1[C:8]2[CH:9]=[CH:10][CH:11]=[CH:12][C:7]=2[N:6]([C:20]([NH:45][CH2:46][CH:47]2[CH2:52][CH2:51][N:50]([CH2:53][C:54]3([C:58]([OH:60])=[O:59])[CH2:57][CH2:56][CH2:55]3)[CH2:49][CH2:48]2)=[O:23])[C:5]1=[O:13])([CH3:3])[CH3:2]. (5) The reactants are [F:1][C:2]1[CH:7]=[C:6]([F:8])[CH:5]=[CH:4][C:3]=1[C:9]1[N:10]=[C:11](/[CH:24]=[CH:25]/[C:26]2[CH:31]=[CH:30][C:29]([C:32]3[CH:37]=[CH:36][C:35]([OH:38])=[CH:34][CH:33]=3)=[CH:28][CH:27]=2)[N:12]([CH2:14][C:15]2[CH:23]=[CH:22][C:18]([C:19]([OH:21])=[O:20])=[CH:17][CH:16]=2)[CH:13]=1.Br[CH2:40][CH2:41][CH2:42][CH3:43]. No catalyst specified. The product is [CH2:40]([O:38][C:35]1[CH:34]=[CH:33][C:32]([C:29]2[CH:30]=[CH:31][C:26](/[CH:25]=[CH:24]/[C:11]3[N:12]([CH2:14][C:15]4[CH:16]=[CH:17][C:18]([C:19]([OH:21])=[O:20])=[CH:22][CH:23]=4)[CH:13]=[C:9]([C:3]4[CH:4]=[CH:5][C:6]([F:8])=[CH:7][C:2]=4[F:1])[N:10]=3)=[CH:27][CH:28]=2)=[CH:37][CH:36]=1)[CH2:41][CH2:42][CH3:43]. The yield is 0.490. (6) The reactants are [Cl:1][C:2]1[C:11]([NH:12][NH2:13])=[N:10][C:9]2[C:4](=[CH:5][CH:6]=[C:7]([CH3:14])[CH:8]=2)[N:3]=1.[CH:15](OC)(OC)OC. The product is [Cl:1][C:2]1[C:11]2[N:10]([CH:15]=[N:13][N:12]=2)[C:9]2[C:4]([N:3]=1)=[CH:5][CH:6]=[C:7]([CH3:14])[CH:8]=2. The yield is 0.620. No catalyst specified. (7) The reactants are C([O:5][C:6](=[O:18])[CH2:7][C:8]1([C:14]([O:16][CH3:17])=[O:15])[CH2:13][CH2:12][O:11][CH2:10][CH2:9]1)(C)(C)C.FC(F)(F)C(O)=O. The catalyst is ClCCl. The product is [CH3:17][O:16][C:14]([C:8]1([CH2:7][C:6]([OH:18])=[O:5])[CH2:9][CH2:10][O:11][CH2:12][CH2:13]1)=[O:15]. The yield is 0.940.